From a dataset of Retrosynthesis with 50K atom-mapped reactions and 10 reaction types from USPTO. Predict the reactants needed to synthesize the given product. (1) Given the product CC(=O)N1CCN(c2ccc(N)c(C#N)c2)CC1, predict the reactants needed to synthesize it. The reactants are: CC(=O)N1CCN(c2ccc([N+](=O)[O-])c(C#N)c2)CC1. (2) Given the product O=C(O)CCc1cccc(OC(F)(F)F)c1, predict the reactants needed to synthesize it. The reactants are: COC(=O)CCc1cccc(OC(F)(F)F)c1. (3) The reactants are: CC(C)[C@H](C(=O)NC1CC1)n1ccc2c(N)cccc2c1=O.C[C@H](C(=O)O)c1ccc(Cl)cc1. Given the product CC(C)[C@H](C(=O)NC1CC1)n1ccc2c(NC(=O)[C@@H](C)c3ccc(Cl)cc3)cccc2c1=O, predict the reactants needed to synthesize it. (4) Given the product Cc1ccccc1NC(=O)C(F)(F)F, predict the reactants needed to synthesize it. The reactants are: Cc1ccccc1N.O=C(OC(=O)C(F)(F)F)C(F)(F)F.